Dataset: Reaction yield outcomes from USPTO patents with 853,638 reactions. Task: Predict the reaction yield, written as a fraction of the theoretical maximum amount of product (1.0 means a 100% yield; for example, 0.34 means a 34% yield). (1) The reactants are [OH:1][C:2]1[CH:3]=[C:4]([CH:8]=[CH:9][C:10]=1[I:11])[C:5]([OH:7])=[O:6].S(Cl)(Cl)=O.[CH3:16]O. No catalyst specified. The product is [OH:1][C:2]1[CH:3]=[C:4]([CH:8]=[CH:9][C:10]=1[I:11])[C:5]([O:7][CH3:16])=[O:6]. The yield is 0.700. (2) The reactants are CS(O[CH2:6][CH2:7][N:8]1[CH:16]=[C:15]2[C:10]([CH2:11][CH2:12][C:13]3[C:19]4[C:20]([NH:24][C:25]5[CH:30]=[CH:29][C:28]([O:31][CH2:32][C:33]6[CH:38]=[CH:37][CH:36]=[C:35]([CH3:39])[N:34]=6)=[C:27]([Cl:40])[CH:26]=5)=[N:21][CH:22]=[N:23][C:18]=4[S:17][C:14]=32)=[N:9]1)(=O)=O.[CH3:41][N:42]1[CH2:47][CH2:46][NH:45][CH2:44][CH2:43]1.C(N(C(C)C)CC)(C)C. The catalyst is CC#N. The product is [Cl:40][C:27]1[CH:26]=[C:25]([NH:24][C:20]2[N:21]=[CH:22][N:23]=[C:18]3[S:17][C:14]4[C:15]5[C:10]([CH2:11][CH2:12][C:13]=4[C:19]=23)=[N:9][N:8]([CH2:7][CH2:6][N:45]2[CH2:46][CH2:47][N:42]([CH3:41])[CH2:43][CH2:44]2)[CH:16]=5)[CH:30]=[CH:29][C:28]=1[O:31][CH2:32][C:33]1[CH:38]=[CH:37][CH:36]=[C:35]([CH3:39])[N:34]=1. The yield is 0.430. (3) The product is [CH:46]1[CH:47]=[CH:48][C:43]([P:36]([C:35]2[CH:34]=[CH:33][C:32]3[C:27](=[CH:28][CH:29]=[CH:30][CH:31]=3)[C:26]=2[C:25]2[C:24]3[C:19](=[CH:20][CH:21]=[CH:22][CH:23]=3)[CH:18]=[CH:17][C:16]=2[P:9]([C:10]2[CH:11]=[CH:12][CH:13]=[CH:14][CH:15]=2)([C:6]2[CH:5]=[CH:4][CH:3]=[CH:8][CH:7]=2)=[O:53])([C:37]2[CH:42]=[CH:41][CH:40]=[CH:39][CH:38]=2)=[O:49])=[CH:44][CH:45]=1. The reactants are OO.[CH:3]1[CH:4]=[CH:5][C:6]([P:9]([C:16]2[C:25]([C:26]3[C:35]([P:36]([C:43]4[CH:44]=[CH:45][CH:46]=[CH:47][CH:48]=4)[C:37]4[CH:38]=[CH:39][CH:40]=[CH:41][CH:42]=4)=[CH:34][CH:33]=[C:32]4[C:27]=3[CH:28]=[CH:29][CH:30]=[CH:31]4)=[C:24]3[C:19]([CH:20]=[CH:21][CH:22]=[CH:23]3)=[CH:18][CH:17]=2)[C:10]2[CH:11]=[CH:12][CH:13]=[CH:14][CH:15]=2)=[CH:7][CH:8]=1.[OH2:49].C1C[O:53]CC1. The yield is 0.910. No catalyst specified. (4) The reactants are C(O/[CH:4]=[C:5](\[C:11](=O)[C:12]([F:15])([F:14])[F:13])/[C:6]([O:8][CH2:9][CH3:10])=[O:7])C.C(N(C(C)C)CC)(C)C.F.[F:27][C:28]1[CH:29]=[CH:30][C:31]([NH:34][NH2:35])=[N:32][CH:33]=1. The catalyst is C(O)C. The product is [F:27][C:28]1[CH:29]=[CH:30][C:31]([N:34]2[C:11]([C:12]([F:13])([F:14])[F:15])=[C:5]([C:6]([O:8][CH2:9][CH3:10])=[O:7])[CH:4]=[N:35]2)=[N:32][CH:33]=1. The yield is 0.270. (5) The reactants are C([O:8][C:9]1[CH:14]=[CH:13][N:12]([CH2:15][C:16]2[CH:21]=[CH:20][CH:19]=[C:18]([F:22])[CH:17]=2)[C:11](=[O:23])[CH:10]=1)C1C=CC=CC=1. The catalyst is CCO.[Pd]. The product is [F:22][C:18]1[CH:17]=[C:16]([CH:21]=[CH:20][CH:19]=1)[CH2:15][N:12]1[CH:13]=[CH:14][C:9]([OH:8])=[CH:10][C:11]1=[O:23]. The yield is 0.720. (6) The product is [CH2:1]([N:8]1[C:16]2[C:11](=[C:12]([C:17]3[CH:22]=[CH:21][C:20]([O:23][C:24]([F:27])([F:25])[F:26])=[CH:19][CH:18]=3)[CH:13]=[CH:14][CH:15]=2)[C:10]([C:28](=[O:34])[C:29]([OH:31])=[O:30])=[CH:9]1)[C:2]1[CH:3]=[CH:4][CH:5]=[CH:6][CH:7]=1. The reactants are [CH2:1]([N:8]1[C:16]2[C:11](=[C:12]([C:17]3[CH:22]=[CH:21][C:20]([O:23][C:24]([F:27])([F:26])[F:25])=[CH:19][CH:18]=3)[CH:13]=[CH:14][CH:15]=2)[C:10]([C:28](=[O:34])[C:29]([O:31]CC)=[O:30])=[CH:9]1)[C:2]1[CH:7]=[CH:6][CH:5]=[CH:4][CH:3]=1.[OH-].[K+]. The catalyst is C1COCC1.O. The yield is 0.830. (7) The reactants are [H-].[Na+].F[C:4]1[C:9]([F:10])=[CH:8][CH:7]=[CH:6][C:5]=1[C:11]([C:13]1[C:18]([OH:19])=[CH:17][C:16]([N:20]2[CH2:25][CH2:24][O:23][CH2:22][CH2:21]2)=[CH:15][C:14]=1[OH:26])=[O:12].CCOC(C)=O. The catalyst is CN(C=O)C. The product is [F:10][C:9]1[CH:8]=[CH:7][CH:6]=[C:5]2[C:4]=1[O:26][C:14]1[CH:15]=[C:16]([N:20]3[CH2:25][CH2:24][O:23][CH2:22][CH2:21]3)[CH:17]=[C:18]([OH:19])[C:13]=1[C:11]2=[O:12]. The yield is 0.0700. (8) The reactants are [O:1]1[C:5]2([CH2:10][CH2:9][C:8]([C:11]3[S:12][CH:13]=[CH:14][N:15]=3)=[CH:7][CH2:6]2)[O:4][CH2:3][CH2:2]1. The catalyst is CO.[Pd]. The product is [O:4]1[C:5]2([CH2:10][CH2:9][CH:8]([C:11]3[S:12][CH:13]=[CH:14][N:15]=3)[CH2:7][CH2:6]2)[O:1][CH2:2][CH2:3]1. The yield is 0.950. (9) The reactants are [OH-].[K+].[CH3:3][O:4][C:5]1[CH:12]=[CH:11][C:8]([CH:9]=[O:10])=[CH:7][CH:6]=1.[N+:13]([CH2:15][C:16]([N:18]1[CH2:22][CH2:21][CH2:20][CH2:19]1)=[O:17])#[C-:14]. The catalyst is CO. The product is [CH3:3][O:4][C:5]1[CH:12]=[CH:11][C:8]([C@@H:9]2[O:10][CH:14]=[N:13][C@H:15]2[C:16]([N:18]2[CH2:22][CH2:21][CH2:20][CH2:19]2)=[O:17])=[CH:7][CH:6]=1. The yield is 0.905. (10) The reactants are [C:1](CC(O)=O)#[N:2].C(O[C:11](=[O:13])[CH3:12])(=O)C.[CH3:14][NH:15][C:16]([NH:18][C:19]1[C:28]2[C:23](=[CH:24][CH:25]=[CH:26][CH:27]=2)[CH:22]=[CH:21][CH:20]=1)=[O:17]. The catalyst is C(OCC)(=O)C. The product is [NH2:2][C:1]1[N:18]([C:19]2[C:28]3[C:23](=[CH:24][CH:25]=[CH:26][CH:27]=3)[CH:22]=[CH:21][CH:20]=2)[C:16](=[O:17])[N:15]([CH3:14])[C:11](=[O:13])[CH:12]=1. The yield is 0.750.